Dataset: Full USPTO retrosynthesis dataset with 1.9M reactions from patents (1976-2016). Task: Predict the reactants needed to synthesize the given product. (1) Given the product [ClH:1].[C:29]([N:26]1[CH2:27][CH2:28][CH:23]([C:21]2[N:22]=[C:18]([NH:17][C:2]3[CH:7]=[C:6]([O:8][C:9]4[CH:16]=[N:15][CH:14]=[CH:13][C:10]=4[C:11]#[N:12])[CH:5]=[CH:4][N:3]=3)[S:19][CH:20]=2)[CH2:24][CH2:25]1)(=[O:31])[CH3:30], predict the reactants needed to synthesize it. The reactants are: [Cl:1][C:2]1[CH:7]=[C:6]([O:8][C:9]2[CH:16]=[N:15][CH:14]=[CH:13][C:10]=2[C:11]#[N:12])[CH:5]=[CH:4][N:3]=1.[NH2:17][C:18]1[S:19][CH:20]=[C:21]([CH:23]2[CH2:28][CH2:27][N:26]([C:29](=[O:31])[CH3:30])[CH2:25][CH2:24]2)[N:22]=1.P([O-])([O-])([O-])=O.[K+].[K+].[K+].CC1(C)C2C=CC=C(P(C3C=CC=CC=3)C3C=CC=CC=3)C=2OC2C1=CC=CC=2P(C1C=CC=CC=1)C1C=CC=CC=1. (2) Given the product [ClH:30].[Br:1][C:2]1[CH:7]=[C:6]([CH3:8])[C:5]([N:9]2[C:13]3[N:14]=[C:15]([CH3:27])[N:16]=[C:17]([N:18]4[CH2:23][CH2:22][CH:21]([CH2:24][CH2:25][OH:26])[CH2:20][CH2:19]4)[C:12]=3[C:11]([CH3:28])=[CH:10]2)=[C:4]([CH3:29])[CH:3]=1, predict the reactants needed to synthesize it. The reactants are: [Br:1][C:2]1[CH:7]=[C:6]([CH3:8])[C:5]([N:9]2[C:13]3[N:14]=[C:15]([CH3:27])[N:16]=[C:17]([N:18]4[CH2:23][CH2:22][CH:21]([CH2:24][CH2:25][OH:26])[CH2:20][CH2:19]4)[C:12]=3[C:11]([CH3:28])=[CH:10]2)=[C:4]([CH3:29])[CH:3]=1.[ClH:30].